Dataset: Full USPTO retrosynthesis dataset with 1.9M reactions from patents (1976-2016). Task: Predict the reactants needed to synthesize the given product. (1) The reactants are: [Cl:1][C:2]1[CH:3]=[CH:4][C:5]2[N:11]3[CH:12]=[CH:13][CH:14]=[C:10]3[C:9](=[O:15])[CH:8]=[C:7]([C:16]3[CH:21]=[CH:20][CH:19]=[C:18]([O:22][CH3:23])[C:17]=3[O:24][CH3:25])[C:6]=2[CH:26]=1. Given the product [Cl:1][C:2]1[CH:3]=[CH:4][C:5]2[N:11]3[CH:12]=[CH:13][CH:14]=[C:10]3[C:9](=[O:15])[CH2:8][CH:7]([C:16]3[CH:21]=[CH:20][CH:19]=[C:18]([O:22][CH3:23])[C:17]=3[O:24][CH3:25])[C:6]=2[CH:26]=1, predict the reactants needed to synthesize it. (2) Given the product [C:28]([C:25]1[CH:24]=[CH:23][C:22]([CH2:21][O:20][C:18]2[CH:17]=[CH:16][C:15]([S:30][C:31]3[CH:36]=[CH:35][C:34]([NH:37][C:38](=[O:40])[CH3:39])=[CH:33][CH:32]=3)=[C:14]([NH:13][C:2]3[C:3]4[C:8](=[N:7][C:6]([CH3:12])=[CH:5][CH:4]=4)[N:9]=[CH:10][CH:11]=3)[CH:19]=2)=[CH:27][CH:26]=1)#[N:29], predict the reactants needed to synthesize it. The reactants are: Cl[C:2]1[CH:11]=[CH:10][N:9]=[C:8]2[C:3]=1[CH:4]=[CH:5][C:6]([CH3:12])=[N:7]2.[NH2:13][C:14]1[CH:19]=[C:18]([O:20][CH2:21][C:22]2[CH:27]=[CH:26][C:25]([C:28]#[N:29])=[CH:24][CH:23]=2)[CH:17]=[CH:16][C:15]=1[S:30][C:31]1[CH:36]=[CH:35][C:34]([NH:37][C:38](=[O:40])[CH3:39])=[CH:33][CH:32]=1. (3) Given the product [NH2:10][C@H:11]([C:12](=[O:51])[NH:13][CH2:14][CH2:15][CH2:16][C@H:17]([NH:43][C:44]([O:46][C:47]([CH3:50])([CH3:49])[CH3:48])=[O:45])[CH2:18][C:19](=[O:42])[NH:20][CH2:21][C@@H:22]([NH:34][C:35]([O:37][C:38]([CH3:40])([CH3:39])[CH3:41])=[O:36])[CH2:23][CH2:24][CH2:25][NH:26][C:27](=[O:33])[O:28][C:29]([CH3:30])([CH3:31])[CH3:32])[CH2:52][CH2:53][CH2:54][NH:55][C:56](=[O:57])[O:58][C:59]([CH3:60])([CH3:61])[CH3:62], predict the reactants needed to synthesize it. The reactants are: C(OC(=O)[NH:10][C@@H:11]([CH2:52][CH2:53][CH2:54][NH:55][C:56]([O:58][C:59]([CH3:62])([CH3:61])[CH3:60])=[O:57])[C:12](=[O:51])[NH:13][CH2:14][CH2:15][CH2:16][C@H:17]([NH:43][C:44]([O:46][C:47]([CH3:50])([CH3:49])[CH3:48])=[O:45])[CH2:18][C:19](=[O:42])[NH:20][CH2:21][C@@H:22]([NH:34][C:35]([O:37][C:38]([CH3:41])([CH3:40])[CH3:39])=[O:36])[CH2:23][CH2:24][CH2:25][NH:26][C:27](=[O:33])[O:28][C:29]([CH3:32])([CH3:31])[CH3:30])C1C=CC=CC=1. (4) Given the product [F:14][C:9]([F:15])([C:10]([F:13])([F:12])[F:11])[C:8]([F:17])([F:16])[C:2]1[O:19][N:21]=[C:4]([CH2:5][OH:6])[CH:3]=1, predict the reactants needed to synthesize it. The reactants are: F[C:2](F)([C:8]([F:17])([F:16])[C:9]([F:15])([F:14])[C:10]([F:13])([F:12])[F:11])[CH:3]=[C:4](I)[CH2:5][OH:6].[OH2:19].Cl.[NH2:21]O.C(=O)([O-])[O-].[K+].[K+]. (5) Given the product [C:8]([C:12]1[NH:13][C:14]2[C:19]([C:20]=1[CH2:24][CH2:23][CH:22]([CH3:26])[CH3:21])=[CH:18][CH:17]=[CH:16][CH:15]=2)([CH3:11])([CH3:9])[CH3:10], predict the reactants needed to synthesize it. The reactants are: FC(F)(F)C(O)=O.[C:8]([C:12]1[NH:13][C:14]2[C:19]([CH:20]=1)=[CH:18][CH:17]=[CH:16][CH:15]=2)([CH3:11])([CH3:10])[CH3:9].[CH3:21][CH:22]([CH3:26])[CH2:23][CH:24]=O. (6) Given the product [N+:1]([C:4]1[CH:8]=[N:7][N:6]2[C:15]([C:17]3[CH:18]=[CH:19][CH:20]=[CH:21][N:22]=3)=[CH:14][CH:13]=[N:9][C:5]=12)([O-:3])=[O:2], predict the reactants needed to synthesize it. The reactants are: [N+:1]([C:4]1[CH:8]=[N:7][NH:6][C:5]=1[NH2:9])([O-:3])=[O:2].CN(/[CH:13]=[CH:14]/[C:15]([C:17]1[N:22]=[CH:21][CH:20]=[CH:19][CH:18]=1)=O)C.C(OCC)(=O)C. (7) Given the product [C:1]([C:4]1[C:8]([CH3:9])=[C:7]([C:10]2[CH:11]=[CH:12][N:13]=[CH:14][CH:15]=2)[N:6]([CH2:24][O:25][CH3:26])[C:5]=1[C:16]1[CH:21]=[CH:20][N:19]=[CH:18][CH:17]=1)(=[O:3])[CH3:2], predict the reactants needed to synthesize it. The reactants are: [C:1]([C:4]1[C:8]([CH3:9])=[C:7]([C:10]2[CH:15]=[CH:14][N:13]=[CH:12][CH:11]=2)[NH:6][C:5]=1[C:16]1[CH:21]=[CH:20][N:19]=[CH:18][CH:17]=1)(=[O:3])[CH3:2].[H-].[Na+].[CH3:24][O:25][CH2:26]Cl.C([O-])(O)=O.[Na+].